The task is: Predict the product of the given reaction.. This data is from Forward reaction prediction with 1.9M reactions from USPTO patents (1976-2016). (1) Given the reactants [CH3:1][C:2]1[S:3][CH:4]=[C:5]([C:7]([OH:9])=O)[N:6]=1.ClC(N(C)C)=C(C)C.[F:18][C:19]1[C:27]2[C:26]([NH2:28])=[CH:25][C:24]([C:29]3[CH:37]=[C:36]([F:38])[CH:35]=[C:34]4[C:30]=3[CH:31]=[CH:32][N:33]4S(C3C=CC([N+]([O-])=O)=CC=3)(=O)=O)=[CH:23][C:22]=2[N:21](S(C2C=CC=CC=2)(=O)=O)[N:20]=1.N1C=CC=CC=1.[OH-].[Na+].Cl, predict the reaction product. The product is: [F:18][C:19]1[C:27]2[C:22](=[CH:23][C:24]([C:29]3[CH:37]=[C:36]([F:38])[CH:35]=[C:34]4[C:30]=3[CH:31]=[CH:32][NH:33]4)=[CH:25][C:26]=2[NH:28][C:7]([C:5]2[N:6]=[C:2]([CH3:1])[S:3][CH:4]=2)=[O:9])[NH:21][N:20]=1. (2) Given the reactants [N:1]1[C:10]2[C:5](=[CH:6][CH:7]=[CH:8][CH:9]=2)[CH:4]=[CH:3][C:2]=1[C:11]([OH:13])=[O:12].OCC1(OC[C@@H](O)[C@@H](O)[C@H]1O)O.[ClH:26], predict the reaction product. The product is: [ClH:26].[NH:1]1[CH:10]2[CH:5]([CH2:6][CH2:7][CH2:8][CH2:9]2)[CH2:4][CH2:3][CH:2]1[C:11]([OH:13])=[O:12]. (3) The product is: [F:31][C:32]([F:37])([F:36])[C:33]([OH:35])=[O:34].[NH2:13][CH:12]1[CH2:32][CH2:8][CH2:9][N:10]([C:14]2[N:22]=[C:21]([Cl:23])[N:20]=[C:19]3[C:15]=2[N:16]([CH2:26][C:27]#[C:28][CH3:29])[C:17](=[O:25])[N:18]3[CH3:24])[CH2:11]1. Given the reactants C(OC(=O)N[CH:8]1[NH:13][CH2:12][CH2:11][N:10]([C:14]2[N:22]=[C:21]([Cl:23])[N:20]=[C:19]3[C:15]=2[N:16]([CH2:26][C:27]#[C:28][CH3:29])[C:17](=[O:25])[N:18]3[CH3:24])[CH2:9]1)(C)(C)C.[F:31][C:32]([F:37])([F:36])[C:33]([OH:35])=[O:34], predict the reaction product. (4) Given the reactants Cl[C:2]1[C:3]2[CH:10]=[CH:9][N:8]([CH2:11][C:12]3[CH:17]=[CH:16][C:15]([O:18][CH3:19])=[CH:14][CH:13]=3)[C:4]=2[N:5]=[CH:6][N:7]=1.[O:20]1[CH:24]=[CH:23][CH:22]=[C:21]1[Sn](CCCC)(CCCC)CCCC, predict the reaction product. The product is: [O:20]1[CH:24]=[CH:23][CH:22]=[C:21]1[C:2]1[C:3]2[CH:10]=[CH:9][N:8]([CH2:11][C:12]3[CH:17]=[CH:16][C:15]([O:18][CH3:19])=[CH:14][CH:13]=3)[C:4]=2[N:5]=[CH:6][N:7]=1.